Predict the product of the given reaction. From a dataset of Forward reaction prediction with 1.9M reactions from USPTO patents (1976-2016). (1) Given the reactants [Cl:1][C:2]1[CH:20]=[C:19]([Cl:21])[CH:18]=[CH:17][C:3]=1[CH2:4][CH2:5][NH:6][C:7](=[O:16])[C:8]1[CH:13]=[CH:12][C:11]([OH:14])=[CH:10][C:9]=1[F:15].[C:22]([C:24]1[CH:25]=[C:26]([CH2:31][C:32]([O:34][C:35]([CH3:38])([CH3:37])[CH3:36])=[O:33])[CH:27]=[CH:28][C:29]=1F)#[N:23].C([O-])([O-])=O.[K+].[K+], predict the reaction product. The product is: [Cl:1][C:2]1[CH:20]=[C:19]([Cl:21])[CH:18]=[CH:17][C:3]=1[CH2:4][CH2:5][NH:6][C:7]([C:8]1[CH:13]=[CH:12][C:11]([O:14][C:29]2[CH:28]=[CH:27][C:26]([CH2:31][C:32]([O:34][C:35]([CH3:36])([CH3:38])[CH3:37])=[O:33])=[CH:25][C:24]=2[C:22]#[N:23])=[CH:10][C:9]=1[F:15])=[O:16]. (2) Given the reactants [CH2:1]([O:3][C:4]([NH:6][C:7]1[CH:8]=[C:9]([CH2:13][CH2:14]OS(C)(=O)=O)[CH:10]=[CH:11][CH:12]=1)=[O:5])[CH3:2].[SH:20][CH2:21][C:22]([OH:24])=[O:23].C(N(CC)CC)C.[Na+].[I-], predict the reaction product. The product is: [CH2:1]([O:3][C:4]([NH:6][C:7]1[CH:8]=[C:9]([CH2:13][CH2:14][S:20][CH2:21][C:22]([OH:24])=[O:23])[CH:10]=[CH:11][CH:12]=1)=[O:5])[CH3:2]. (3) Given the reactants [C:1]([Si:5]([O:8][CH2:9][C:10]1[S:11][CH:12]=[C:13]([CH2:15][CH3:16])[CH:14]=1)([CH3:7])[CH3:6])([CH3:4])([CH3:3])[CH3:2].C([Li])CCC.CCCCCC.CN(C)[CH:30]=[O:31].[Cl-].[NH4+], predict the reaction product. The product is: [Si:5]([O:8][CH2:9][C:10]1[S:11][C:12]([CH:30]=[O:31])=[C:13]([CH2:15][CH3:16])[CH:14]=1)([C:1]([CH3:4])([CH3:3])[CH3:2])([CH3:7])[CH3:6]. (4) Given the reactants [F:1][C:2]1[CH:24]=[CH:23][CH:22]=[CH:21][C:3]=1[CH2:4][N:5]1[C:9]2=[N:10][C:11]([C:14]([F:17])([F:16])[F:15])=[CH:12][CH:13]=[C:8]2[C:7]([C:18]([NH2:20])=O)=[N:6]1, predict the reaction product. The product is: [F:1][C:2]1[CH:24]=[CH:23][CH:22]=[CH:21][C:3]=1[CH2:4][N:5]1[C:9]2=[N:10][C:11]([C:14]([F:16])([F:15])[F:17])=[CH:12][CH:13]=[C:8]2[C:7]([C:18]#[N:20])=[N:6]1. (5) Given the reactants [CH3:1][N:2]([CH3:26])[CH2:3][CH2:4][O:5][C:6]1[C:11]([CH2:12][CH3:13])=[CH:10][C:9]([C:14]2[N:19]=[C:18]([NH:20]C(=O)C)[CH:17]=[CH:16][CH:15]=2)=[C:8]([O:24][CH3:25])[CH:7]=1, predict the reaction product. The product is: [CH3:26][N:2]([CH3:1])[CH2:3][CH2:4][O:5][C:6]1[C:11]([CH2:12][CH3:13])=[CH:10][C:9]([C:14]2[N:19]=[C:18]([NH2:20])[CH:17]=[CH:16][CH:15]=2)=[C:8]([O:24][CH3:25])[CH:7]=1. (6) The product is: [N:12]1[C:16]2[C:15](=[N:20][CH:19]=[CH:18][CH:17]=2)[N:14]([C:2]2[CH:7]=[CH:6][C:5]([CH2:8][C:9]([OH:11])=[O:10])=[CH:4][CH:3]=2)[CH:13]=1. Given the reactants I[C:2]1[CH:7]=[CH:6][C:5]([CH2:8][C:9]([OH:11])=[O:10])=[CH:4][CH:3]=1.[N:12]1[C:16]2[CH:17]=[CH:18][CH:19]=[N:20][C:15]=2[NH:14][CH:13]=1.C(=C/C(/C=C/C1C=CC=CC=1)=O)\C1C=CC=CC=1.N1C2C(=CC=C3C=2N=CC=C3)C=CC=1.C([O-])([O-])=O.[Cs+].[Cs+].CC#N.O.C(O)(C(F)(F)F)=O, predict the reaction product. (7) Given the reactants [NH:1]1[C:9]2[C:4](=[CH:5][CH:6]=[CH:7][CH:8]=2)[C:3]2([C:13]3=[CH:14][C:15]4[O:19][CH2:18][O:17][C:16]=4[CH:20]=[C:12]3[O:11][CH2:10]2)[C:2]1=[O:21].C(=O)([O-])[O-].[Cs+].[Cs+].[I-].[K+].CC1C=CC(S(O[CH2:41][C@H:42]2[CH2:47][O:46][CH2:45][CH2:44][O:43]2)(=O)=O)=CC=1, predict the reaction product. The product is: [O:43]1[CH2:44][CH2:45][O:46][CH2:47][C@@H:42]1[CH2:41][N:1]1[C:9]2[C:4](=[CH:5][CH:6]=[CH:7][CH:8]=2)[C:3]2([C:13]3=[CH:14][C:15]4[O:19][CH2:18][O:17][C:16]=4[CH:20]=[C:12]3[O:11][CH2:10]2)[C:2]1=[O:21].